This data is from Catalyst prediction with 721,799 reactions and 888 catalyst types from USPTO. The task is: Predict which catalyst facilitates the given reaction. (1) Reactant: [C:1]([C:3]1[CH:48]=[CH:47][C:6]([CH2:7][O:8][C:9]2[CH:10]=[C:11]([C@@H:15]([NH:21][C:22]([C@@H:24]3[CH2:29][CH2:28][CH2:27][N:26]([C:30](=[O:46])[CH2:31][CH2:32][CH:33]4[CH2:38][CH2:37][N:36](C(OC(C)(C)C)=O)[CH2:35][CH2:34]4)[CH2:25]3)=[O:23])[CH2:16][C:17]([O:19]C)=[O:18])[CH:12]=[N:13][CH:14]=2)=[CH:5][C:4]=1[F:49])#[N:2].CO.O.O.O.O.O.O.O.O.[OH-].[Ba+2].[OH-]. Product: [C:1]([C:3]1[CH:48]=[CH:47][C:6]([CH2:7][O:8][C:9]2[CH:10]=[C:11]([C@H:15]([NH:21][C:22]([C@H:24]3[CH2:29][CH2:28][CH2:27][N:26]([C:30](=[O:46])[CH2:31][CH2:32][CH:33]4[CH2:38][CH2:37][NH:36][CH2:35][CH2:34]4)[CH2:25]3)=[O:23])[CH2:16][C:17]([OH:19])=[O:18])[CH:12]=[N:13][CH:14]=2)=[CH:5][C:4]=1[F:49])#[N:2]. The catalyst class is: 107. (2) Product: [C:43]([O:42][C:41](=[O:47])[NH:40][C@H:35]1[CH2:36][CH2:37][CH2:38][CH2:39][C@H:34]1[NH:33][C:2]1[N:12]=[C:11]([NH:13][C:14]2[CH:15]=[CH:16][CH:17]=[C:18]3[C:22]=2[NH:21][CH:20]=[C:19]3[CH3:23])[C:5]2[C:6](=[O:10])[NH:7][N:8]=[CH:9][C:4]=2[CH:3]=1)([CH3:46])([CH3:44])[CH3:45]. The catalyst class is: 37. Reactant: Cl[C:2]1[N:12]=[C:11]([NH:13][C:14]2[CH:15]=[CH:16][CH:17]=[C:18]3[C:22]=2[NH:21][CH:20]=[C:19]3[CH3:23])[C:5]2[C:6](=[O:10])[NH:7][N:8]=[CH:9][C:4]=2[CH:3]=1.CCN(C(C)C)C(C)C.[NH2:33][C@@H:34]1[CH2:39][CH2:38][CH2:37][CH2:36][C@@H:35]1[NH:40][C:41](=[O:47])[O:42][C:43]([CH3:46])([CH3:45])[CH3:44].O.